Dataset: Reaction yield outcomes from USPTO patents with 853,638 reactions. Task: Predict the reaction yield, written as a fraction of the theoretical maximum amount of product (1.0 means a 100% yield; for example, 0.34 means a 34% yield). (1) The reactants are [BH4-].[Na+].C(C(CCCC)C(O)=O)C.[F:13][CH:14]1[C:19](O)(O)[CH2:18][CH2:17][N:16]([C:22]([O:24][C:25]([CH3:28])([CH3:27])[CH3:26])=[O:23])[CH2:15]1.[CH2:29]([NH2:36])[C:30]1[CH:35]=[CH:34][CH:33]=[CH:32][CH:31]=1.[H-]. The catalyst is ClCCCl.O. The product is [CH2:29]([NH:36][CH:19]1[CH2:18][CH2:17][N:16]([C:22]([O:24][C:25]([CH3:28])([CH3:27])[CH3:26])=[O:23])[CH2:15][CH:14]1[F:13])[C:30]1[CH:35]=[CH:34][CH:33]=[CH:32][CH:31]=1. The yield is 0.800. (2) The reactants are [C:1]([NH:5][S:6]([C:9]1[CH:18]=[CH:17][C:12]([C:13]([O:15]C)=[O:14])=[C:11]([Cl:19])[CH:10]=1)(=[O:8])=[O:7])([CH3:4])([CH3:3])[CH3:2].[OH-].[Na+]. The catalyst is CO. The product is [C:1]([NH:5][S:6]([C:9]1[CH:18]=[CH:17][C:12]([C:13]([OH:15])=[O:14])=[C:11]([Cl:19])[CH:10]=1)(=[O:8])=[O:7])([CH3:4])([CH3:2])[CH3:3]. The yield is 0.549. (3) The reactants are C([O:4][CH2:5][CH:6]([C:12]1[CH:17]=[CH:16][C:15]([NH:18][C:19]([C:21]2[N:22]([CH2:28][O:29][CH2:30][CH2:31][Si:32]([CH3:35])([CH3:34])[CH3:33])[CH:23]=[C:24]([C:26]#[N:27])[N:25]=2)=[O:20])=[C:14]([C:36]2[CH2:41][CH2:40][CH2:39][CH2:38][CH:37]=2)[CH:13]=1)[CH2:7][O:8]C(=O)C)(=O)C.[OH-].[Na+].C(Cl)Cl.O. The catalyst is CC(O)C. The product is [C:36]1([C:14]2[CH:13]=[C:12]([CH:6]([CH2:5][OH:4])[CH2:7][OH:8])[CH:17]=[CH:16][C:15]=2[NH:18][C:19]([C:21]2[N:22]([CH2:28][O:29][CH2:30][CH2:31][Si:32]([CH3:33])([CH3:35])[CH3:34])[CH:23]=[C:24]([C:26]#[N:27])[N:25]=2)=[O:20])[CH2:41][CH2:40][CH2:39][CH2:38][CH:37]=1. The yield is 0.630. (4) The reactants are [I:1][C:2]1[C:19]([C:20]([O:22]CC)=[O:21])=[C:5]2[CH2:6][N:7]([C:12]([O:14][C:15]([CH3:18])([CH3:17])[CH3:16])=[O:13])[C:8]3([CH2:11][CH2:10]3)[CH2:9][N:4]2[N:3]=1.[OH-].[Na+]. The catalyst is C(O)C.O. The product is [C:15]([O:14][C:12]([N:7]1[C:8]2([CH2:10][CH2:11]2)[CH2:9][N:4]2[N:3]=[C:2]([I:1])[C:19]([C:20]([OH:22])=[O:21])=[C:5]2[CH2:6]1)=[O:13])([CH3:18])([CH3:16])[CH3:17]. The yield is 0.900. (5) The reactants are [C:1]([O:5][C:6]([N:8]1[CH2:11][C:10](=[CH:12][C:13]2[N:14]([CH3:29])[C:15]3[C:20]([N:21]=2)=[C:19]([N:22]2[CH2:27][CH2:26][O:25][CH2:24][CH2:23]2)[N:18]=[C:17](Cl)[N:16]=3)[CH2:9]1)=[O:7])([CH3:4])([CH3:3])[CH3:2].[NH:30]1[C:34]2[CH:35]=[CH:36][CH:37]=[CH:38][C:33]=2[N:32]=[C:31]1[C@@H:39]([OH:41])[CH3:40].CC(C1C=C(C(C)C)C(C2C=CC=CC=2P(C2CCCCC2)C2CCCCC2)=C(C(C)C)C=1)C.C([O-])([O-])=O.[Cs+].[Cs+]. The catalyst is C1(C)C=CC=CC=1.C1C=CC(/C=C/C(/C=C/C2C=CC=CC=2)=O)=CC=1.C1C=CC(/C=C/C(/C=C/C2C=CC=CC=2)=O)=CC=1.C1C=CC(/C=C/C(/C=C/C2C=CC=CC=2)=O)=CC=1.[Pd].[Pd].[Pd].[Pd].C(=CC(C=CC1C=CC=CC=1)=O)C1C=CC=CC=1.C(=CC(C=CC1C=CC=CC=1)=O)C1C=CC=CC=1.C(=CC(C=CC1C=CC=CC=1)=O)C1C=CC=CC=1. The product is [C:1]([O:5][C:6]([N:8]1[CH2:11][C:10](=[CH:12][C:13]2[N:14]([CH3:29])[C:15]3[C:20]([N:21]=2)=[C:19]([N:22]2[CH2:27][CH2:26][O:25][CH2:24][CH2:23]2)[N:18]=[C:17]([N:30]2[C:34]4[CH:35]=[CH:36][CH:37]=[CH:38][C:33]=4[N:32]=[C:31]2[C@@H:39]([OH:41])[CH3:40])[N:16]=3)[CH2:9]1)=[O:7])([CH3:4])([CH3:3])[CH3:2]. The yield is 0.550. (6) The reactants are [Br:1][C:2]1[CH:3]=[CH:4][C:5]2[O:9][C:8]([C:10](=[O:12])[NH2:11])=[C:7]([NH:13][C:14](=O)[C:15]3[CH:20]=[CH:19][N:18]=[CH:17][C:16]=3[Cl:21])[C:6]=2[CH:23]=1.[OH-].[Na+].Cl. The catalyst is C(O)C.O. The product is [Br:1][C:2]1[CH:3]=[CH:4][C:5]2[O:9][C:8]3[C:10](=[O:12])[NH:11][C:14]([C:15]4[CH:20]=[CH:19][N:18]=[CH:17][C:16]=4[Cl:21])=[N:13][C:7]=3[C:6]=2[CH:23]=1. The yield is 0.730. (7) The reactants are [C:1]1([S:7]([N:10]2[C:14]3=[N:15][CH:16]=[CH:17][CH:18]=[C:13]3[C:12](B3OC(C)(C)C(C)(C)O3)=[CH:11]2)(=[O:9])=[O:8])[CH:6]=[CH:5][CH:4]=[CH:3][CH:2]=1.[Cl:28][C:29]1[N:34]=[C:33](Cl)[CH:32]=[CH:31][N:30]=1.C([O-])([O-])=O.[Na+].[Na+]. The catalyst is C1C=CC([P]([Pd]([P](C2C=CC=CC=2)(C2C=CC=CC=2)C2C=CC=CC=2)([P](C2C=CC=CC=2)(C2C=CC=CC=2)C2C=CC=CC=2)[P](C2C=CC=CC=2)(C2C=CC=CC=2)C2C=CC=CC=2)(C2C=CC=CC=2)C2C=CC=CC=2)=CC=1.COCCOC. The product is [C:1]1([S:7]([N:10]2[C:14]3=[N:15][CH:16]=[CH:17][CH:18]=[C:13]3[C:12]([C:31]3[CH:32]=[CH:33][N:34]=[C:29]([Cl:28])[N:30]=3)=[CH:11]2)(=[O:9])=[O:8])[CH:2]=[CH:3][CH:4]=[CH:5][CH:6]=1. The yield is 0.540. (8) The reactants are O=C1CCC(=O)N1O[C:9]([C:11]1[O:15][C:14]([C:16]2[CH:21]=[CH:20][CH:19]=[CH:18][C:17]=2[Cl:22])=[N:13][C:12]=1[CH2:23][CH3:24])=[O:10].[N:25]1([C:31]2[N:36]=[CH:35][C:34]([NH2:37])=[CH:33][CH:32]=2)[CH2:30][CH2:29][O:28][CH2:27][CH2:26]1. The catalyst is C(#N)C. The product is [N:25]1([C:31]2[N:36]=[CH:35][C:34]([NH:37][C:9]([C:11]3[O:15][C:14]([C:16]4[CH:21]=[CH:20][CH:19]=[CH:18][C:17]=4[Cl:22])=[N:13][C:12]=3[CH2:23][CH3:24])=[O:10])=[CH:33][CH:32]=2)[CH2:30][CH2:29][O:28][CH2:27][CH2:26]1. The yield is 0.520.